This data is from Catalyst prediction with 721,799 reactions and 888 catalyst types from USPTO. The task is: Predict which catalyst facilitates the given reaction. (1) Reactant: [CH3:1][O:2][C:3]([C:5]1[O:6][C:7]([C:9]2[C:14]([C:15]=1[C:16]1[CH:21]=[CH:20][CH:19]=[CH:18][CH:17]=1)=[CH:13][C:12]([Br:22])=[CH:11][CH:10]=2)=O)=[O:4].[CH3:23][O:24][C:25]1[CH:26]=[C:27]([CH:30]=[C:31]([O:33][CH3:34])[CH:32]=1)[CH2:28][NH2:29]. Product: [CH3:1][O:2][C:3]([C:5]1[N:29]([CH2:28][C:27]2[CH:30]=[C:31]([O:33][CH3:34])[CH:32]=[C:25]([O:24][CH3:23])[CH:26]=2)[C:7](=[O:6])[C:9]2[C:14]([C:15]=1[C:16]1[CH:21]=[CH:20][CH:19]=[CH:18][CH:17]=1)=[CH:13][C:12]([Br:22])=[CH:11][CH:10]=2)=[O:4]. The catalyst class is: 5. (2) Reactant: [H-].[Na+].[CH2:3]([CH:10]1[CH2:14][CH2:13][NH:12][C:11]1=[O:15])[C:4]1[CH:9]=[CH:8][CH:7]=[CH:6][CH:5]=1.Br[CH2:17][C:18]([O:20][CH2:21][CH3:22])=[O:19]. Product: [CH2:3]([CH:10]1[CH2:14][CH2:13][N:12]([CH2:17][C:18]([O:20][CH2:21][CH3:22])=[O:19])[C:11]1=[O:15])[C:4]1[CH:9]=[CH:8][CH:7]=[CH:6][CH:5]=1. The catalyst class is: 1. (3) Reactant: CC1(C)OB([C:7]2[CH:8]=[N:9][N:10](C(OC(C)(C)C)=O)[CH:11]=2)OC1(C)C.Br[C:23]1[C:24]([O:38][CH:39]2[CH2:42][CH2:41][CH2:40]2)=[C:25]2[C:30](=[CH:31][CH:32]=1)[N:29]([C:33]([O:35][CH3:36])=[O:34])[C@@H:28]([CH3:37])[CH2:27][CH2:26]2.C(=O)([O-])[O-].[Na+].[Na+].O1CCOCC1. The catalyst class is: 263. Product: [CH:39]1([O:38][C:24]2[C:23]([C:7]3[CH:11]=[N:10][NH:9][CH:8]=3)=[CH:32][CH:31]=[C:30]3[C:25]=2[CH2:26][CH2:27][C@H:28]([CH3:37])[N:29]3[C:33]([O:35][CH3:36])=[O:34])[CH2:40][CH2:41][CH2:42]1.